Binary Classification. Given a drug SMILES string, predict its activity (active/inactive) in a high-throughput screening assay against a specified biological target. From a dataset of Cav3 T-type calcium channel HTS with 100,875 compounds. (1) The compound is FC(F)(F)c1cc(c2nc(on2)CN2CCOCC2)ccc1. The result is 0 (inactive). (2) The compound is O1c2c(OCC1)cc1noc(c1c2)c1ccccc1. The result is 0 (inactive). (3) The compound is S(=O)(=O)(Nc1cc2nc(n(c2cc1)C)CCN1CCN(CC1)c1ccc(cc1)C)C. The result is 0 (inactive).